From a dataset of Forward reaction prediction with 1.9M reactions from USPTO patents (1976-2016). Predict the product of the given reaction. (1) Given the reactants [CH3:1][C:2]1[C:15]([N:16]=[C:17]=S)=[C:14]([CH3:19])[CH:13]=[CH:12][C:3]=1[CH2:4][NH:5][C:6](=[O:11])[C:7]([CH3:10])([CH3:9])[CH3:8].[NH2:20][C:21]1[C:22]([NH2:45])=[N:23][C:24]([O:40][CH2:41][CH:42]([F:44])[F:43])=[C:25]([CH:39]=1)[C:26]([NH:28][C@H:29]1[CH2:34][CH2:33][C@H:32]([C:35]([F:38])([F:37])[F:36])[CH2:31][CH2:30]1)=[O:27].CC(C)N=C=NC(C)C, predict the reaction product. The product is: [CH3:1][C:2]1[C:15]([NH:16][C:17]2[NH:20][C:21]3[C:22]([N:45]=2)=[N:23][C:24]([O:40][CH2:41][CH:42]([F:44])[F:43])=[C:25]([C:26](=[O:27])[NH:28][C@H:29]2[CH2:30][CH2:31][C@H:32]([C:35]([F:37])([F:36])[F:38])[CH2:33][CH2:34]2)[CH:39]=3)=[C:14]([CH3:19])[CH:13]=[CH:12][C:3]=1[CH2:4][NH:5][C:6](=[O:11])[C:7]([CH3:10])([CH3:9])[CH3:8]. (2) Given the reactants [Cl:1][C:2]1[CH:3]=[C:4]2[C:8](=[CH:9][CH:10]=1)[NH:7][CH:6]=[C:5]2[CH2:11][CH2:12][NH:13][C:14](=[O:23])[C:15]1[CH:20]=[CH:19][C:18]([CH2:21]Cl)=[CH:17][CH:16]=1.[C:24]1([CH3:33])[CH:29]=[CH:28][CH:27]=[C:26](B(O)O)[CH:25]=1.C(=O)([O-])[O-].[Na+].[Na+].[I-].[Na+], predict the reaction product. The product is: [Cl:1][C:2]1[CH:3]=[C:4]2[C:8](=[CH:9][CH:10]=1)[NH:7][CH:6]=[C:5]2[CH2:11][CH2:12][NH:13][C:14](=[O:23])[C:15]1[CH:20]=[CH:19][C:18]([CH2:21][C:26]2[CH:27]=[CH:28][CH:29]=[C:24]([CH3:33])[CH:25]=2)=[CH:17][CH:16]=1. (3) Given the reactants C1([Se][CH2:8][CH2:9][O:10][C:11](=[O:24])[C@H:12]([CH2:17][C:18]2[CH:23]=[CH:22][CH:21]=[CH:20][CH:19]=2)[NH:13][C:14](=[O:16])[CH3:15])C=CC=CC=1.OO, predict the reaction product. The product is: [CH:9]([O:10][C:11](=[O:24])[C@H:12]([CH2:17][C:18]1[CH:23]=[CH:22][CH:21]=[CH:20][CH:19]=1)[NH:13][C:14](=[O:16])[CH3:15])=[CH2:8]. (4) Given the reactants [NH:1]1[C:9]2[C:4](=[CH:5][CH:6]=[CH:7][CH:8]=2)[C:3]([CH2:10][CH2:11][C:12]([OH:14])=[O:13])=[CH:2]1.[H-].[Na+].Br[CH2:18][CH2:19][O:20][Si:21]([C:24]([CH3:27])([CH3:26])[CH3:25])([CH3:23])[CH3:22].S([O-])([O-])(=O)=O.[Na+].[Na+], predict the reaction product. The product is: [Si:21]([O:20][CH2:19][CH2:18][N:1]1[C:9]2[C:4](=[CH:5][CH:6]=[CH:7][CH:8]=2)[C:3]([CH2:10][CH2:11][C:12]([OH:14])=[O:13])=[CH:2]1)([C:24]([CH3:27])([CH3:26])[CH3:25])([CH3:23])[CH3:22]. (5) Given the reactants [NH2:1][C@@H:2]([CH2:6][CH2:7][CH2:8][NH:9][C:10]([NH:12][S:13]([C:16]1[C:17]([CH3:29])=[C:18]([CH3:28])[C:19]2[O:23][C:22]([CH3:25])([CH3:24])[CH2:21][C:20]=2[C:26]=1[CH3:27])(=[O:15])=[O:14])=[NH:11])[C:3]([OH:5])=[O:4].[C:30](OC(=O)C)(=[O:32])[CH3:31], predict the reaction product. The product is: [C:30]([NH:1][C@@H:2]([CH2:6][CH2:7][CH2:8][NH:9][C:10]([NH:12][S:13]([C:16]1[C:17]([CH3:29])=[C:18]([CH3:28])[C:19]2[O:23][C:22]([CH3:25])([CH3:24])[CH2:21][C:20]=2[C:26]=1[CH3:27])(=[O:15])=[O:14])=[NH:11])[C:3]([OH:5])=[O:4])(=[O:32])[CH3:31]. (6) Given the reactants [CH2:1]([N:7]=[C:8]=[O:9])[CH2:2][CH2:3][CH2:4][CH2:5][CH3:6].C[O:11][C:12](=O)[C:13]1[CH:18]=[CH:17][CH:16]=[N:15][C:14]=1[NH2:19], predict the reaction product. The product is: [CH2:1]([N:7]1[C:12](=[O:11])[C:13]2[CH:18]=[CH:17][CH:16]=[N:15][C:14]=2[NH:19][C:8]1=[O:9])[CH2:2][CH2:3][CH2:4][CH2:5][CH3:6]. (7) Given the reactants O.[NH2:2][NH2:3].[C:4]([CH:7]1[C:12](=[O:13])[CH2:11][CH2:10][CH2:9][C:8]1=O)(=O)[CH3:5], predict the reaction product. The product is: [CH3:5][C:4]1[C:7]2[C:12](=[O:13])[CH2:11][CH2:10][CH2:9][C:8]=2[NH:3][N:2]=1.